This data is from Human liver microsome stability data. The task is: Regression/Classification. Given a drug SMILES string, predict its absorption, distribution, metabolism, or excretion properties. Task type varies by dataset: regression for continuous measurements (e.g., permeability, clearance, half-life) or binary classification for categorical outcomes (e.g., BBB penetration, CYP inhibition). Dataset: hlm. (1) The compound is COCCN(C)CCNC(=O)c1cccn2c(=O)c3cc4ccccc4cc3nc12. The result is 1 (stable in human liver microsomes). (2) The compound is CCCCCC(=O)NS(=O)(=O)c1sc(CC(C)C)cc1-c1cccc(Cn2ccnc2)c1. The result is 1 (stable in human liver microsomes). (3) The drug is CC(C)N1CCN(c2ccc(NC(=O)c3ccc(-c4ccccn4)cc3)nc2)CC1. The result is 0 (unstable in human liver microsomes). (4) The drug is Cc1ccoc1C(=O)Nc1ccc(F)c(-c2nc3ncccc3o2)c1. The result is 1 (stable in human liver microsomes). (5) The molecule is Cc1cc2nc(NCCCO)n(CC(=O)c3cc(C(C)(C)C)c(O)c(C(C)(C)C)c3)c2cc1C. The result is 0 (unstable in human liver microsomes). (6) The drug is CCCCCCCc1c(C)nc2cc(OC)ccc2c1O. The result is 1 (stable in human liver microsomes). (7) The molecule is CC(C)C(=O)N1CCC(Oc2ccc3c(c2)CCC2(CCN(C4CCC4)CC2)O3)CC1. The result is 0 (unstable in human liver microsomes). (8) The compound is CCN(CC)CCC/N=C(/N=c1\ccn(CCCN(CC)CC)c2cc(Cl)ccc12)c1cccnc1. The result is 0 (unstable in human liver microsomes). (9) The compound is O=C(Nc1ccc(C(=O)NCCN2CCCC2)cc1)Nc1ccc(-c2nc(O[C@H]3CCOC3)nc(N3CCOCC3)n2)cc1. The result is 0 (unstable in human liver microsomes).